This data is from Reaction yield outcomes from USPTO patents with 853,638 reactions. The task is: Predict the reaction yield, written as a fraction of the theoretical maximum amount of product (1.0 means a 100% yield; for example, 0.34 means a 34% yield). (1) The reactants are [O:1]([C:8]1[CH:44]=[CH:43][C:11]([O:12][C:13]2[N:18]=[C:17]([CH:19]3[CH2:24][CH2:23][N:22]([C:25](=[O:39])/[CH:26]=[CH:27]/[CH2:28]ON4C5=NC=CC=C5N=N4)[CH2:21][CH2:20]3)[CH:16]=[CH:15][C:14]=2[C:40]([NH2:42])=[O:41])=[CH:10][CH:9]=1)[C:2]1[CH:7]=[CH:6][CH:5]=[CH:4][CH:3]=1.[N:45]1([CH2:51][CH2:52][NH:53][C:54](=[O:60])[O:55][C:56]([CH3:59])([CH3:58])[CH3:57])[CH2:50][CH2:49][NH:48][CH2:47][CH2:46]1.CCN(C(C)C)C(C)C. The catalyst is CN(C=O)C. The product is [C:40]([C:14]1[CH:15]=[CH:16][C:17]([CH:19]2[CH2:24][CH2:23][N:22]([C:25](=[O:39])/[CH:26]=[CH:27]/[CH2:28][N:48]3[CH2:47][CH2:46][N:45]([CH2:51][CH2:52][NH:53][C:54](=[O:60])[O:55][C:56]([CH3:57])([CH3:59])[CH3:58])[CH2:50][CH2:49]3)[CH2:21][CH2:20]2)=[N:18][C:13]=1[O:12][C:11]1[CH:10]=[CH:9][C:8]([O:1][C:2]2[CH:7]=[CH:6][CH:5]=[CH:4][CH:3]=2)=[CH:44][CH:43]=1)(=[O:41])[NH2:42]. The yield is 0.220. (2) The reactants are [O:1]1[C:10]2[C:5](=[CH:6][CH:7]=[CH:8][CH:9]=2)[CH2:4][CH2:3][CH:2]1[C:11]([NH2:13])=[O:12].[Cl:14][S:15](O)(=[O:17])=[O:16]. No catalyst specified. The product is [C:11]([CH:2]1[CH2:3][CH2:4][C:5]2[C:10](=[CH:9][CH:8]=[C:7]([S:15]([Cl:14])(=[O:17])=[O:16])[CH:6]=2)[O:1]1)(=[O:12])[NH2:13]. The yield is 0.730. (3) The reactants are [CH:1]([N:4]1[C:8]([C:9]2[S:10][C:11]3[CH2:12][CH2:13][O:14][C:15]4[CH:22]=[C:21]([CH:23]5[CH2:28][CH2:27][NH:26][CH2:25][CH2:24]5)[CH:20]=[CH:19][C:16]=4[C:17]=3[N:18]=2)=[N:7][CH:6]=[N:5]1)([CH3:3])[CH3:2].C(N(CC)CC)C.[CH3:36][S:37](Cl)(=[O:39])=[O:38].O. The catalyst is C(Cl)Cl. The product is [CH:1]([N:4]1[C:8]([C:9]2[S:10][C:11]3[CH2:12][CH2:13][O:14][C:15]4[CH:22]=[C:21]([CH:23]5[CH2:28][CH2:27][N:26]([S:37]([CH3:36])(=[O:39])=[O:38])[CH2:25][CH2:24]5)[CH:20]=[CH:19][C:16]=4[C:17]=3[N:18]=2)=[N:7][CH:6]=[N:5]1)([CH3:3])[CH3:2]. The yield is 0.500. (4) The reactants are [Cl:1]N1C(=O)CCC1=O.[CH3:9][C:10]1[CH:14]=[C:13]([NH:15][S:16]([C:19]2[CH:24]=[CH:23][C:22]([C:25]3[CH:30]=[CH:29][C:28]([CH3:31])=[CH:27][CH:26]=3)=[CH:21][CH:20]=2)(=[O:18])=[O:17])[O:12][N:11]=1. The catalyst is C(Cl)(Cl)Cl.ClCCl. The product is [Cl:1][C:14]1[C:10]([CH3:9])=[N:11][O:12][C:13]=1[NH:15][S:16]([C:19]1[CH:20]=[CH:21][C:22]([C:25]2[CH:30]=[CH:29][C:28]([CH3:31])=[CH:27][CH:26]=2)=[CH:23][CH:24]=1)(=[O:18])=[O:17]. The yield is 0.580. (5) The reactants are [CH3:1][N:2]([CH3:36])[CH:3]1[CH2:6][N:5]([C:7]2[C:12]([N+:13]([O-])=O)=[CH:11][C:10]([NH:16][C:17]3[N:22]=[C:21]([C:23]4[C:31]5[C:26](=[CH:27][CH:28]=[CH:29][CH:30]=5)[N:25]([CH3:32])[CH:24]=4)[C:20]([CH3:33])=[CH:19][N:18]=3)=[C:9]([O:34][CH3:35])[CH:8]=2)[CH2:4]1.[NH4+].[Cl-]. The catalyst is C(O)C.O.[Fe]. The product is [CH3:36][N:2]([CH3:1])[CH:3]1[CH2:4][N:5]([C:7]2[CH:8]=[C:9]([O:34][CH3:35])[C:10]([NH:16][C:17]3[N:22]=[C:21]([C:23]4[C:31]5[C:26](=[CH:27][CH:28]=[CH:29][CH:30]=5)[N:25]([CH3:32])[CH:24]=4)[C:20]([CH3:33])=[CH:19][N:18]=3)=[CH:11][C:12]=2[NH2:13])[CH2:6]1. The yield is 0.690. (6) The reactants are [CH3:1][C:2]1[O:6][N:5]=[C:4]([C:7]2[CH:12]=[CH:11][CH:10]=[CH:9][CH:8]=2)[C:3]=1[C:13]([OH:15])=[O:14].[Li].[CH2:17](Br)[C:18]1[CH:23]=[CH:22][CH:21]=[CH:20][CH:19]=1.Cl. The catalyst is O1CCCC1.CCCCCC.O. The product is [C:7]1([C:4]2[C:3]([C:13]([OH:15])=[O:14])=[C:2]([CH2:1][CH2:17][C:18]3[CH:23]=[CH:22][CH:21]=[CH:20][CH:19]=3)[O:6][N:5]=2)[CH:12]=[CH:11][CH:10]=[CH:9][CH:8]=1. The yield is 0.840. (7) The reactants are [Br:1][C:2]1[CH:9]=[CH:8][C:5]([CH:6]=[O:7])=[C:4]([CH3:10])[CH:3]=1.[BH4-].[Na+]. The catalyst is C(O)C. The product is [Br:1][C:2]1[CH:9]=[CH:8][C:5]([CH2:6][OH:7])=[C:4]([CH3:10])[CH:3]=1. The yield is 0.650. (8) The reactants are [CH3:1][C:2]1[N:7]=[C:6]([C:8]2[C:12]([C:13]3[CH:18]=[CH:17][N:16]=[C:15]([C:19]4[CH:26]=[CH:25][C:22]([CH:23]=O)=[CH:21][CH:20]=4)[CH:14]=3)=[CH:11][N:10](C(C3C=CC=CC=3)(C3C=CC=CC=3)C3C=CC=CC=3)[N:9]=2)[CH:5]=[CH:4][CH:3]=1.[NH:46]1[CH2:51][CH2:50][O:49][CH2:48][CH2:47]1. No catalyst specified. The product is [CH3:1][C:2]1[N:7]=[C:6]([C:8]2[C:12]([C:13]3[CH:18]=[CH:17][N:16]=[C:15]([C:19]4[CH:26]=[CH:25][C:22]([CH2:23][N:46]5[CH2:51][CH2:50][O:49][CH2:48][CH2:47]5)=[CH:21][CH:20]=4)[CH:14]=3)=[CH:11][NH:10][N:9]=2)[CH:5]=[CH:4][CH:3]=1. The yield is 0.650. (9) The reactants are CCN(C(C)C)C(C)C.[NH2:10][CH2:11][C@H:12]1[CH2:17][CH2:16][C@H:15]([CH2:18][NH:19][C:20](=[O:26])[O:21][C:22]([CH3:25])([CH3:24])[CH3:23])[CH2:14][CH2:13]1.[Cl:27][C:28]1[CH:29]=[C:30]([C:34]([Cl:37])=[CH:35][N:36]=1)[C:31](O)=[O:32].CN(C(ON1N=NC2C=CC=CC1=2)=[N+](C)C)C.[B-](F)(F)(F)F. The catalyst is CN(C=O)C.O. The product is [Cl:27][C:28]1[CH:29]=[C:30]([C:34]([Cl:37])=[CH:35][N:36]=1)[C:31]([NH:10][CH2:11][C@H:12]1[CH2:13][CH2:14][C@H:15]([CH2:18][NH:19][C:20](=[O:26])[O:21][C:22]([CH3:23])([CH3:25])[CH3:24])[CH2:16][CH2:17]1)=[O:32]. The yield is 0.740. (10) The reactants are [CH3:1][C:2]1[C:11]2[C:6](=[CH:7][CH:8]=[CH:9][CH:10]=2)[C:5]([CH3:12])=[CH:4][CH:3]=1.BrN1[C:18](=O)[CH2:17][CH2:16][C:15]1=O.[C:31](OO[C:31](=O)[C:32]1[CH:37]=[CH:36][CH:35]=[CH:34][CH:33]=1)(=O)[C:32]1[CH:37]=[CH:36][CH:35]=[CH:34][CH:33]=1.O.[C:40](Cl)(Cl)(Cl)Cl. No catalyst specified. The product is [CH2:1]1[C:2]2[C:11]3[C:6]([C:5](=[CH:4][CH:3]=2)[CH2:12][CH2:40][C:31]2[C:32]4[C:33]([C:16](=[CH:17][CH:18]=2)[CH2:15]1)=[CH:34][CH:35]=[CH:36][CH:37]=4)=[CH:7][CH:8]=[CH:9][CH:10]=3. The yield is 0.860.